Task: Predict which catalyst facilitates the given reaction.. Dataset: Catalyst prediction with 721,799 reactions and 888 catalyst types from USPTO (1) Reactant: [Br:1][C:2]1[C:3]([OH:9])=[CH:4][C:5]([Cl:8])=[N:6][CH:7]=1.Cl[C:11]([F:16])([F:15])C([O-])=O.[Na+].C([O-])([O-])=O.[Cs+].[Cs+]. Product: [Br:1][C:2]1[C:3]([O:9][CH:11]([F:16])[F:15])=[CH:4][C:5]([Cl:8])=[N:6][CH:7]=1. The catalyst class is: 3. (2) Reactant: [Cl:1][C:2]1[CH:8]=[CH:7][C:5]([NH2:6])=[CH:4][C:3]=1[CH3:9].[C:10]([C:16](OC)=[O:17])#[C:11][C:12]([O:14][CH3:15])=[O:13]. Product: [CH3:15][O:14][C:12]([C:11]1[CH2:10][C:16](=[O:17])[C:7]2[C:5](=[CH:4][C:3]([CH3:9])=[C:2]([Cl:1])[CH:8]=2)[N:6]=1)=[O:13]. The catalyst class is: 5. (3) Reactant: C(O)(C(F)(F)F)=O.[CH2:8]([N:15]1[C:19]2([CH2:24][CH2:23][N:22](C(OC(C)(C)C)=O)[CH2:21][CH2:20]2)[NH:18][C@@H:17]([CH2:32][C:33]2[CH:38]=[CH:37][CH:36]=[CH:35][CH:34]=2)[C:16]1=[O:39])[C:9]1[CH:14]=[CH:13][CH:12]=[CH:11][CH:10]=1.C([O-])(O)=O.[Na+]. Product: [CH2:8]([N:15]1[C:19]2([CH2:20][CH2:21][NH:22][CH2:23][CH2:24]2)[NH:18][C@@H:17]([CH2:32][C:33]2[CH:34]=[CH:35][CH:36]=[CH:37][CH:38]=2)[C:16]1=[O:39])[C:9]1[CH:14]=[CH:13][CH:12]=[CH:11][CH:10]=1. The catalyst class is: 2. (4) Product: [Cl:1][C:2]1[CH:7]=[CH:6][C:5]([C:18]2[N:19]=[C:20]([N:23]([CH:27]3[CH2:29][CH2:28]3)[C:24](=[O:26])[CH3:25])[S:21][CH:22]=2)=[CH:4][CH:3]=1. The catalyst class is: 11. Reactant: [Cl:1][C:2]1[CH:7]=[CH:6][C:5](B(O)O)=[CH:4][CH:3]=1.C(=O)([O-])[O-].[K+].[K+].Br[C:18]1[N:19]=[C:20]([N:23]([CH:27]2[CH2:29][CH2:28]2)[C:24](=[O:26])[CH3:25])[S:21][CH:22]=1.C(O)C. (5) Reactant: [C:1]([C:5]1[CH:10]=[CH:9][CH:8]=[CH:7][C:6]=1[N:11]1[CH2:16][CH2:15][N:14]([C:17]([C:19]2[CH:28]=[CH:27][C:22]([C:23]([O:25]C)=[O:24])=[CH:21][CH:20]=2)=[O:18])[CH2:13][CH2:12]1)([CH3:4])([CH3:3])[CH3:2].[OH-].[Na+].CO.Cl. Product: [C:1]([C:5]1[CH:10]=[CH:9][CH:8]=[CH:7][C:6]=1[N:11]1[CH2:12][CH2:13][N:14]([C:17]([C:19]2[CH:20]=[CH:21][C:22]([C:23]([OH:25])=[O:24])=[CH:27][CH:28]=2)=[O:18])[CH2:15][CH2:16]1)([CH3:4])([CH3:2])[CH3:3]. The catalyst class is: 7. (6) Reactant: [Cl:1][CH2:2][CH2:3][CH2:4][C:5]1(C(O)=O)[C:18](=[O:19])[N:8]2[C@@H:9]([C:12]3[CH:17]=[CH:16][CH:15]=[CH:14][CH:13]=3)[O:10][CH2:11][C@@H:7]2[CH2:6]1. Product: [Cl:1][CH2:2][CH2:3][CH2:4][C@H:5]1[C:18](=[O:19])[N:8]2[C@@H:9]([C:12]3[CH:17]=[CH:16][CH:15]=[CH:14][CH:13]=3)[O:10][CH2:11][C@@H:7]2[CH2:6]1. The catalyst class is: 11.